This data is from Catalyst prediction with 721,799 reactions and 888 catalyst types from USPTO. The task is: Predict which catalyst facilitates the given reaction. (1) Reactant: Br[C:2]1[N:6]([CH2:7][O:8][CH2:9][CH2:10][Si:11]([CH3:14])([CH3:13])[CH3:12])[C:5]([C:15]2[CH:20]=[CH:19][CH:18]=[CH:17][CH:16]=2)=[N:4][C:3]=1[C:21]1[CH:26]=[CH:25][N:24]=[CH:23][CH:22]=1.[Li]C(C)(C)C.[CH2:32]([Sn:36](Cl)([CH2:41][CH2:42][CH2:43][CH3:44])[CH2:37][CH2:38][CH2:39][CH3:40])[CH2:33][CH2:34][CH3:35].C(=O)([O-])O.[Na+]. Product: [C:15]1([C:5]2[N:6]([CH2:7][O:8][CH2:9][CH2:10][Si:11]([CH3:14])([CH3:13])[CH3:12])[C:2]([Sn:36]([CH2:37][CH2:38][CH2:39][CH3:40])([CH2:41][CH2:42][CH2:43][CH3:44])[CH2:32][CH2:33][CH2:34][CH3:35])=[C:3]([C:21]3[CH:26]=[CH:25][N:24]=[CH:23][CH:22]=3)[N:4]=2)[CH:20]=[CH:19][CH:18]=[CH:17][CH:16]=1. The catalyst class is: 1. (2) Reactant: [Br:1][C:2]1[C:3]([F:14])=[CH:4][CH:5]=[C:6]2[C:11]=1[NH:10][C:9](=O)[C:8]([CH3:13])=[N:7]2.CC[N:17]([CH:21]([CH3:23])[CH3:22])C(C)C.C1(N)CC1. Product: [Br:1][C:2]1[C:3]([F:14])=[CH:4][CH:5]=[C:6]2[C:11]=1[N:10]=[C:9]([NH:17][CH:21]1[CH2:23][CH2:22]1)[C:8]([CH3:13])=[N:7]2. The catalyst class is: 16. (3) Reactant: [CH3:1][NH:2][CH2:3][C:4]1[CH:9]=[CH:8][C:7]([N+:10]([O-:12])=[O:11])=[CH:6][CH:5]=1.O1CCC[CH2:14]1.[CH3:18][C:19]1[CH:28]=[C:27]2[C:22](C(Cl)=[N:24][C:25]([Cl:29])=[N:26]2)=[CH:21][CH:20]=1. Product: [Cl:29][C:25]1[N:24]=[C:1]([NH:2][C@H:3]([C:4]2[CH:5]=[CH:6][C:7]([N+:10]([O-:12])=[O:11])=[CH:8][CH:9]=2)[CH3:14])[C:22]2[C:27](=[CH:28][C:19]([CH3:18])=[CH:20][CH:21]=2)[N:26]=1. The catalyst class is: 66. (4) Reactant: Cl[C:2]1[C:11]2[C:6](=[CH:7][CH:8]=[C:9]([Cl:12])[CH:10]=2)[N:5]=[C:4]([C:13]2[CH:14]=[N:15][CH:16]=[CH:17][CH:18]=2)[N:3]=1.[NH2:19][C:20]1[CH:32]=[CH:31][CH:30]=[CH:29][C:21]=1[C:22]([NH:24][CH2:25][CH:26]1[CH2:28][CH2:27]1)=[O:23]. The catalyst class is: 41. Product: [Cl:12][C:9]1[CH:10]=[C:11]2[C:6](=[CH:7][CH:8]=1)[N:5]=[C:4]([C:13]1[CH:14]=[N:15][CH:16]=[CH:17][CH:18]=1)[N:3]=[C:2]2[NH:19][C:20]1[CH:32]=[CH:31][CH:30]=[CH:29][C:21]=1[C:22]([NH:24][CH2:25][CH:26]1[CH2:28][CH2:27]1)=[O:23].